Dataset: HIV replication inhibition screening data with 41,000+ compounds from the AIDS Antiviral Screen. Task: Binary Classification. Given a drug SMILES string, predict its activity (active/inactive) in a high-throughput screening assay against a specified biological target. (1) The molecule is Cl.O=C(Nc1ccccc1)c1cc2ccc(O)c(O)c2cn1. The result is 0 (inactive). (2) The compound is COC(=O)C1=C(C(=O)OC)C2=S(SC3=C2CCCC3)S1. The result is 0 (inactive).